Dataset: Full USPTO retrosynthesis dataset with 1.9M reactions from patents (1976-2016). Task: Predict the reactants needed to synthesize the given product. (1) Given the product [O:24]1[C:25]2[C:20](=[CH:19][C:18]([C:5]3[C:4]([CH:28]4[CH2:30][CH2:29]4)=[CH:3][C:2]([NH:1][S:38]([CH3:37])(=[O:40])=[O:39])=[C:7]([CH3:8])[C:6]=3[CH:9]([O:14][CH:15]3[CH2:16][CH2:17]3)[C:10]([O:12][CH3:13])=[O:11])=[CH:27][CH:26]=2)[CH2:21][CH2:22][CH2:23]1, predict the reactants needed to synthesize it. The reactants are: [NH2:1][C:2]1[CH:3]=[C:4]([CH:28]2[CH2:30][CH2:29]2)[C:5]([C:18]2[CH:19]=[C:20]3[C:25](=[CH:26][CH:27]=2)[O:24][CH2:23][CH2:22][CH2:21]3)=[C:6]([CH:9]([O:14][CH:15]2[CH2:17][CH2:16]2)[C:10]([O:12][CH3:13])=[O:11])[C:7]=1[CH3:8].N1C=CC=CC=1.[CH3:37][S:38](Cl)(=[O:40])=[O:39]. (2) The reactants are: [NH2:1][C:2]1[C:6]2[CH:7]=[N:8][C:9]3[CH:10]=[C:11]([O:17][CH3:18])[C:12]([O:15][CH3:16])=[CH:13][C:14]=3[C:5]=2[S:4](=O)[C:3]=1[C:20]([O:22][CH3:23])=[O:21].[CH3:24][O:25][C:26]1[CH:34]=[CH:33][C:29]([C:30](Cl)=[O:31])=[CH:28][CH:27]=1.CCN(CC)CC. Given the product [CH3:18][O:17][C:11]1[C:12]([O:15][CH3:16])=[CH:13][C:14]2[C:5]3[S:4][C:3]([C:20]([O:22][CH3:23])=[O:21])=[C:2]([NH:1][C:30](=[O:31])[C:29]4[CH:33]=[CH:34][C:26]([O:25][CH3:24])=[CH:27][CH:28]=4)[C:6]=3[CH:7]=[N:8][C:9]=2[CH:10]=1, predict the reactants needed to synthesize it.